This data is from Merck oncology drug combination screen with 23,052 pairs across 39 cell lines. The task is: Regression. Given two drug SMILES strings and cell line genomic features, predict the synergy score measuring deviation from expected non-interaction effect. Drug 1: CCN(CC)CCNC(=O)c1c(C)[nH]c(C=C2C(=O)Nc3ccc(F)cc32)c1C. Drug 2: Cn1c(=O)n(-c2ccc(C(C)(C)C#N)cc2)c2c3cc(-c4cnc5ccccc5c4)ccc3ncc21. Cell line: SKMEL30. Synergy scores: synergy=16.8.